This data is from Forward reaction prediction with 1.9M reactions from USPTO patents (1976-2016). The task is: Predict the product of the given reaction. (1) Given the reactants [C:1]([O:5][C:6]([NH:8][CH:9](P(OC)(OC)=O)[C:10]([O:12][CH3:13])=[O:11])=[O:7])([CH3:4])([CH3:3])[CH3:2].N12CCCN=C1CCCCC2.[C:31]([N:35]1[C:39](=[O:40])[CH2:38][CH:37]([C:41]2[CH:48]=[CH:47][C:44]([CH:45]=O)=[CH:43][C:42]=2[F:49])[S:36]1(=[O:51])=[O:50])([CH3:34])([CH3:33])[CH3:32], predict the reaction product. The product is: [C:1]([O:5][C:6]([NH:8]/[C:9](=[CH:45]\[C:44]1[CH:47]=[CH:48][C:41]([CH:37]2[S:36](=[O:51])(=[O:50])[N:35]([C:31]([CH3:32])([CH3:34])[CH3:33])[C:39](=[O:40])[CH2:38]2)=[C:42]([F:49])[CH:43]=1)/[C:10]([O:12][CH3:13])=[O:11])=[O:7])([CH3:2])([CH3:3])[CH3:4]. (2) Given the reactants [CH:1]1([C:4]2[C:5]([NH:24][S:25]([CH3:28])(=[O:27])=[O:26])=[CH:6][C:7]3[O:11][C:10]([C:12]4[CH:17]=[CH:16][C:15]([F:18])=[CH:14][CH:13]=4)=[C:9]([C:19]([NH:21][CH3:22])=[O:20])[C:8]=3[CH:23]=2)[CH2:3][CH2:2]1.[F:29][C:30]1[C:31]([N+:41]([O-:43])=[O:42])=[C:32]([CH:37]=[C:38](F)[CH:39]=1)[C:33]([O:35][CH3:36])=[O:34].C([O-])([O-])=O.[Na+].[Na+], predict the reaction product. The product is: [CH:1]1([C:4]2[C:5]([N:24]([C:38]3[CH:39]=[C:30]([F:29])[C:31]([N+:41]([O-:43])=[O:42])=[C:32]([CH:37]=3)[C:33]([O:35][CH3:36])=[O:34])[S:25]([CH3:28])(=[O:27])=[O:26])=[CH:6][C:7]3[O:11][C:10]([C:12]4[CH:17]=[CH:16][C:15]([F:18])=[CH:14][CH:13]=4)=[C:9]([C:19](=[O:20])[NH:21][CH3:22])[C:8]=3[CH:23]=2)[CH2:3][CH2:2]1.